This data is from Full USPTO retrosynthesis dataset with 1.9M reactions from patents (1976-2016). The task is: Predict the reactants needed to synthesize the given product. (1) Given the product [F:11][C:5]1[CH:4]=[N:3][CH:2]=[C:7]([CH:6]=1)[C:8]([OH:10])=[O:9], predict the reactants needed to synthesize it. The reactants are: Cl[C:2]1[C:7]([C:8]([OH:10])=[O:9])=[CH:6][C:5]([F:11])=[C:4](Cl)[N:3]=1.C([O-])(=O)C.[Na+].[H][H]. (2) Given the product [F:1][C:2]1[CH:3]=[C:4]([CH:5]=[CH:6][C:7]=1[N+:8]([O-:10])=[O:9])[O:11][CH2:13][C:14]#[N:15], predict the reactants needed to synthesize it. The reactants are: [F:1][C:2]1[CH:3]=[C:4]([OH:11])[CH:5]=[CH:6][C:7]=1[N+:8]([O-:10])=[O:9].Br[CH2:13][C:14]#[N:15]. (3) Given the product [CH3:37][C:27]1[CH:32]=[CH:31][C:30]([S:33]([O:1][N:2]=[C:3]2[C:4]3[CH:5]=[CH:6][C:7]([O:18][CH3:19])=[CH:8][C:9]=3[C:10]3[C:15]2=[CH:14][CH:13]=[C:12]([O:16][CH3:17])[CH:11]=3)(=[O:35])=[O:34])=[CH:29][CH:28]=1, predict the reactants needed to synthesize it. The reactants are: [OH:1][N:2]=[C:3]1[C:15]2[CH:14]=[CH:13][C:12]([O:16][CH3:17])=[CH:11][C:10]=2[C:9]2[C:4]1=[CH:5][CH:6]=[C:7]([O:18][CH3:19])[CH:8]=2.C(N(CC)CC)C.[C:27]1([CH3:37])[CH:32]=[CH:31][C:30]([S:33](Cl)(=[O:35])=[O:34])=[CH:29][CH:28]=1. (4) Given the product [N:1]1[C:10]2[C:5](=[CH:6][CH:7]=[CH:8][CH:9]=2)[N:4]=[CH:3][C:2]=1[CH:11]=[CH:12][C:13]([C:15]1[CH:23]=[CH:22][C:18]([C:19]([N:39]=[N+:40]=[N-:41])=[O:20])=[CH:17][CH:16]=1)=[O:14], predict the reactants needed to synthesize it. The reactants are: [N:1]1[C:10]2[C:5](=[CH:6][CH:7]=[CH:8][CH:9]=2)[N:4]=[CH:3][C:2]=1[CH:11]=[CH:12][C:13]([C:15]1[CH:23]=[CH:22][C:18]([C:19](O)=[O:20])=[CH:17][CH:16]=1)=[O:14].C(N(C(C)C)C(C)C)C.ClC(OCC)=O.[N-:39]=[N+:40]=[N-:41].[Na+]. (5) Given the product [C:1]([C@H:3]1[C@@H:7](/[CH:8]=[CH:9]/[CH2:31][CH2:30][CH2:29][CH2:28][CH2:27][CH2:26][CH2:25][CH2:24][CH2:23][CH2:22][CH2:21][CH2:20][CH3:19])[O:6][C:5]([CH3:10])([CH3:11])[N:4]1[C:12]([O:14][C:15]([CH3:18])([CH3:17])[CH3:16])=[O:13])#[N:2], predict the reactants needed to synthesize it. The reactants are: [C:1]([C@H:3]1[C@@H:7]([CH:8]=[CH2:9])[O:6][C:5]([CH3:11])([CH3:10])[N:4]1[C:12]([O:14][C:15]([CH3:18])([CH3:17])[CH3:16])=[O:13])#[N:2].[CH2:19]=[CH:20][CH2:21][CH2:22][CH2:23][CH2:24][CH2:25][CH2:26][CH2:27][CH2:28][CH2:29][CH2:30][CH2:31]CC. (6) Given the product [OH:47][C:45]1[C:44]2[C:39](=[C:40]([OH:63])[CH:41]=[C:42]([C:55]3[CH:60]=[CH:59][CH:58]=[CH:57][C:56]=3[O:61][CH3:62])[CH:43]=2)[N:38]=[C:37]([C:35]([OH:36])=[O:34])[CH:46]=1, predict the reactants needed to synthesize it. The reactants are: COC(=O)C(NC1C=C(Cl)C=C(Cl)C=1OCC1C=CC=CC=1)=CC([O-])=O.C([O:34][C:35]([C:37]1[CH:46]=[C:45]([O:47]CC2C=CC=CC=2)[C:44]2[C:39](=[C:40]([O:63]CC3C=CC=CC=3)[CH:41]=[C:42]([C:55]3[CH:60]=[CH:59][CH:58]=[CH:57][C:56]=3[O:61][CH3:62])[CH:43]=2)[N:38]=1)=[O:36])C1C=CC=CC=1.